Dataset: Reaction yield outcomes from USPTO patents with 853,638 reactions. Task: Predict the reaction yield, written as a fraction of the theoretical maximum amount of product (1.0 means a 100% yield; for example, 0.34 means a 34% yield). The reactants are C(O)(C(F)(F)F)=O.[NH2:8][CH2:9][C:10]([OH:12])=[O:11].[CH3:13][CH2:14][C:15]1[C:24]2[CH2:25][N:26]3[C:31](=[O:32])[C:30]4[CH2:33][O:34][C:35]([C@:37]([OH:40])([CH2:38][CH3:39])[C:29]=4[CH:28]=[C:27]3[C:23]=2[N:22]=[C:21]2[C:16]=1[CH:17]=[C:18]([OH:41])[CH:19]=[CH:20]2)=[O:36].ON1C(=O)CCC1=O.C(N=C=NCCCN(C)C)C. The catalyst is CN(C)C=O. The product is [NH2:8][CH2:9][C:10]([OH:12])=[O:11].[CH3:13][CH2:14][C:15]1[C:24]2[CH2:25][N:26]3[C:31](=[O:32])[C:30]4[CH2:33][O:34][C:35]([C@:37]([OH:40])([CH2:38][CH3:39])[C:29]=4[CH:28]=[C:27]3[C:23]=2[N:22]=[C:21]2[C:16]=1[CH:17]=[C:18]([OH:41])[CH:19]=[CH:20]2)=[O:36]. The yield is 0.670.